From a dataset of Full USPTO retrosynthesis dataset with 1.9M reactions from patents (1976-2016). Predict the reactants needed to synthesize the given product. (1) Given the product [C:32]([C:31]1[CH:34]=[CH:35][CH:36]=[CH:37][C:30]=1[CH2:29][O:27][C:26]1[CH:25]=[CH:24][C:4]([NH:5][C:6]2[C:15]3[C:10](=[CH:11][CH:12]=[CH:13][C:14]=3[O:16][CH:17]3[CH2:22][CH2:21][N:20]([CH3:23])[CH2:19][CH2:18]3)[N:9]=[CH:8][N:7]=2)=[CH:3][C:2]=1[CH3:1])#[N:33], predict the reactants needed to synthesize it. The reactants are: [CH3:1][C:2]1[CH:3]=[C:4]([CH:24]=[CH:25][C:26]=1[OH:27])[NH:5][C:6]1[C:15]2[C:10](=[CH:11][CH:12]=[CH:13][C:14]=2[O:16][CH:17]2[CH2:22][CH2:21][N:20]([CH3:23])[CH2:19][CH2:18]2)[N:9]=[CH:8][N:7]=1.Cl[CH2:29][C:30]1[CH:37]=[CH:36][CH:35]=[CH:34][C:31]=1[C:32]#[N:33]. (2) Given the product [O:4]1[C:8]2([CH2:13][CH2:12][O:11][CH2:10][CH:9]2[NH2:14])[O:7][CH2:6][CH2:5]1, predict the reactants needed to synthesize it. The reactants are: O.NN.[O:4]1[C:8]2([CH2:13][CH2:12][O:11][CH2:10][CH:9]2[N:14]2C(=O)C3C(=CC=CC=3)C2=O)[O:7][CH2:6][CH2:5]1. (3) Given the product [F:1][C:2]1[CH:3]=[C:4]([NH:8][C:9]([C:11]2[NH:12][C:13]([C:16]3[C:17]4[C:18](=[CH:19][CH:20]=[C:21]([C:23]([F:26])([F:25])[F:24])[CH:22]=4)[NH:31][N:30]=3)=[CH:14][CH:15]=2)=[O:10])[CH:5]=[CH:6][CH:7]=1, predict the reactants needed to synthesize it. The reactants are: [F:1][C:2]1[CH:3]=[C:4]([NH:8][C:9]([C:11]2[NH:12][C:13]([C:16](=O)[C:17]3[CH:22]=[C:21]([C:23]([F:26])([F:25])[F:24])[CH:20]=[CH:19][C:18]=3F)=[CH:14][CH:15]=2)=[O:10])[CH:5]=[CH:6][CH:7]=1.O.[NH2:30][NH2:31].CN1CCCC1=O. (4) Given the product [C:17]([O:16][CH2:15][CH:12]1[CH2:13][CH2:14][N:10]([C:5]2[CH:4]=[CH:3][C:2]([Br:1])=[CH:9][C:6]=2[CH:7]=[O:8])[CH2:11]1)(=[O:19])[CH3:18], predict the reactants needed to synthesize it. The reactants are: [Br:1][C:2]1[CH:3]=[CH:4][C:5]([N:10]2[CH2:14][CH2:13][CH:12]([CH2:15][OH:16])[CH2:11]2)=[C:6]([CH:9]=1)[CH:7]=[O:8].[C:17](OC(=O)C)(=[O:19])[CH3:18]. (5) Given the product [Na:1].[N:2]1([C:35]([CH2:37][C@H:38]([CH2:51][OH:52])[O:39][CH2:40][P:41]([OH:43])([OH:47])=[O:42])=[O:36])[C:10]([NH2:11])=[C:9]2[C:5](=[N:6][CH:7]=[N:8]2)[N:4]=[CH:3]1, predict the reactants needed to synthesize it. The reactants are: [Na:1].[N:2]1[C:10]([NH2:11])=[C:9]2[C:5]([N:6](C([C@@H]([C@H](CO)OCP(O)(O)=O)O)=O)[CH:7]=[N:8]2)=[N:4][CH:3]=1.N1C(N)=C2C(N([C:35]([CH2:37][C@H:38]([CH2:51][OH:52])[O:39][CH2:40][P:41]([O:47]C(C)C)([O:43]C(C)C)=[O:42])=[O:36])C=N2)=NC=1. (6) Given the product [NH2:25][C:21]1[CH:20]=[C:19]([CH:24]=[CH:23][CH:22]=1)[O:18][C:17]1[C:12]2[CH:11]=[CH:10][NH:9][C:13]=2[N:14]=[C:15]([NH:28][C:29]2[CH:34]=[CH:33][C:32]([NH:35][CH:36]3[CH2:39][N:38]([CH2:40][CH2:41][F:42])[CH2:37]3)=[CH:31][C:30]=2[O:43][CH3:44])[N:16]=1, predict the reactants needed to synthesize it. The reactants are: C(OC[N:9]1[C:13]2[N:14]=[C:15]([NH:28][C:29]3[CH:34]=[CH:33][C:32]([NH:35][CH:36]4[CH2:39][N:38]([CH2:40][CH2:41][F:42])[CH2:37]4)=[CH:31][C:30]=3[O:43][CH3:44])[N:16]=[C:17]([O:18][C:19]3[CH:24]=[CH:23][CH:22]=[C:21]([N+:25]([O-])=O)[CH:20]=3)[C:12]=2[CH:11]=[CH:10]1)(=O)C(C)(C)C.NN.O. (7) Given the product [CH2:1]([O:8][C:9]1[CH:10]=[C:11]([CH:15]2[C:16]([CH3:18])([CH3:17])[O:19][C:31]([NH:30][CH:24]3[CH2:29][CH2:28][CH2:27][CH2:26][CH2:25]3)=[N:23][S:20]2(=[O:22])=[O:21])[CH:12]=[CH:13][CH:14]=1)[C:2]1[CH:3]=[CH:4][CH:5]=[CH:6][CH:7]=1, predict the reactants needed to synthesize it. The reactants are: [CH2:1]([O:8][C:9]1[CH:10]=[C:11]([CH:15]([S:20]([NH2:23])(=[O:22])=[O:21])[C:16]([OH:19])([CH3:18])[CH3:17])[CH:12]=[CH:13][CH:14]=1)[C:2]1[CH:7]=[CH:6][CH:5]=[CH:4][CH:3]=1.[CH:24]1([N:30]=[C:31]=S)[CH2:29][CH2:28][CH2:27][CH2:26][CH2:25]1.C[Si]([N-][Si](C)(C)C)(C)C.[Na+].BrN1C(=O)CCC1=O. (8) Given the product [Cl:1][C:2]1[CH:3]=[C:4]([NH:16][C:22](=[O:23])[O:21][C:17]([CH3:20])([CH3:19])[CH3:18])[CH:5]=[CH:6][C:7]=1[O:8][CH2:9][CH2:10][N:11]([CH2:14][CH3:15])[CH2:12][CH3:13], predict the reactants needed to synthesize it. The reactants are: [Cl:1][C:2]1[CH:3]=[C:4]([NH2:16])[CH:5]=[CH:6][C:7]=1[O:8][CH2:9][CH2:10][N:11]([CH2:14][CH3:15])[CH2:12][CH3:13].[C:17]([O:21][C:22](O[C:22]([O:21][C:17]([CH3:20])([CH3:19])[CH3:18])=[O:23])=[O:23])([CH3:20])([CH3:19])[CH3:18]. (9) The reactants are: C(O[C:5]1[C:6](=[O:18])[C:7](=[O:17])[C:8]=1[C:9]1[CH:14]=[CH:13][C:12]([O:15][CH3:16])=[CH:11][CH:10]=1)(C)C.[F:19][C:20]([F:31])([F:30])[C:21]1[CH:22]=[C:23]([CH:27]=[CH:28][CH:29]=1)[CH2:24][CH2:25][NH2:26]. Given the product [CH3:16][O:15][C:12]1[CH:11]=[CH:10][C:9]([C:8]2[C:7](=[O:17])[C:6](=[O:18])[C:5]=2[NH:26][CH2:25][CH2:24][C:23]2[CH:27]=[CH:28][CH:29]=[C:21]([C:20]([F:19])([F:30])[F:31])[CH:22]=2)=[CH:14][CH:13]=1, predict the reactants needed to synthesize it. (10) Given the product [OH:18][CH2:17][CH2:16][CH2:15][C:13]1[CH:12]=[N:11][C:10]2[N:9]([N:8]=[CH:7][C:6]=2[C:4]([OH:5])=[O:3])[CH:14]=1, predict the reactants needed to synthesize it. The reactants are: C([O:3][C:4]([C:6]1[CH:7]=[N:8][N:9]2[CH:14]=[C:13]([CH2:15][CH2:16][CH2:17][OH:18])[CH:12]=[N:11][C:10]=12)=[O:5])C.Cl.